Dataset: Forward reaction prediction with 1.9M reactions from USPTO patents (1976-2016). Task: Predict the product of the given reaction. (1) Given the reactants FC1C=C(OC)C=C(F)C=1C1SC=C(C(O)=O)N=1.[F:19][C:20]1[CH:21]=[C:22]([C:36]([OH:39])([CH3:38])[CH3:37])[CH:23]=[C:24]([F:35])[C:25]=1B1OC(C)(C)C(C)(C)O1.Br[C:41]1[N:46]=[C:45]([C:47]([O:49]C)=[O:48])[CH:44]=[CH:43][C:42]=1[F:51], predict the reaction product. The product is: [F:35][C:24]1[CH:23]=[C:22]([C:36]([OH:39])([CH3:37])[CH3:38])[CH:21]=[C:20]([F:19])[C:25]=1[C:41]1[N:46]=[C:45]([C:47]([OH:49])=[O:48])[CH:44]=[CH:43][C:42]=1[F:51]. (2) Given the reactants [NH2:1][C:2]1[CH:3]=[C:4]([C:8]2[CH:9]=[C:10]([NH:18][CH2:19][C:20]3[CH:25]=[CH:24][CH:23]=[CH:22][CH:21]=3)[C:11]3[N:12]([CH:14]=[CH:15][C:16]=3[Cl:17])[N:13]=2)[CH:5]=[N:6][CH:7]=1.C(N(CC)CC)C.[C:33](Cl)(=[O:35])[CH3:34].C(NC1C2N(C=CC=2C2C=CC=CC=2)N=C(C2C=C(S(NC(=O)C)(=O)=O)C=NC=2)C=1)C1C=CC=CC=1, predict the reaction product. The product is: [CH2:19]([NH:18][C:10]1[C:11]2[N:12]([CH:14]=[CH:15][C:16]=2[Cl:17])[N:13]=[C:8]([C:4]2[CH:3]=[C:2]([NH:1][C:33](=[O:35])[CH3:34])[CH:7]=[N:6][CH:5]=2)[CH:9]=1)[C:20]1[CH:21]=[CH:22][CH:23]=[CH:24][CH:25]=1. (3) Given the reactants [C:1]1([N:7]2[C:11]([NH2:12])=[C:10]3[CH2:13][CH2:14][CH2:15][C:9]3=[N:8]2)[CH:6]=[CH:5][CH:4]=[CH:3][CH:2]=1.[OH-].[Na+].[C:18](Cl)(=[O:26])[O:19][C:20]1[CH:25]=[CH:24][CH:23]=[CH:22][CH:21]=1, predict the reaction product. The product is: [C:1]1([N:7]2[C:11]([NH:12][C:18](=[O:26])[O:19][C:20]3[CH:25]=[CH:24][CH:23]=[CH:22][CH:21]=3)=[C:10]3[CH2:13][CH2:14][CH2:15][C:9]3=[N:8]2)[CH:2]=[CH:3][CH:4]=[CH:5][CH:6]=1.